This data is from Catalyst prediction with 721,799 reactions and 888 catalyst types from USPTO. The task is: Predict which catalyst facilitates the given reaction. Reactant: [Cl:1][C:2]1[CH:3]=[C:4]2[C:9](=[CH:10][C:11]=1[O:12][C:13]1[CH:21]=[CH:20][C:16]([C:17](O)=[O:18])=[CH:15][CH:14]=1)[O:8][CH2:7][CH2:6][CH:5]2[C:22]([O:24][CH2:25][CH3:26])=[O:23].[Cl:27][C:28]1[CH:29]=[C:30]([CH:33]=[CH:34][C:35]=1[Cl:36])[CH2:31][NH2:32].Cl.CN(C)CCCN=C=NCC.ON1C2N=CC=CC=2N=N1. Product: [Cl:1][C:2]1[CH:3]=[C:4]2[C:9](=[CH:10][C:11]=1[O:12][C:13]1[CH:21]=[CH:20][C:16]([C:17](=[O:18])[NH:32][CH2:31][C:30]3[CH:33]=[CH:34][C:35]([Cl:36])=[C:28]([Cl:27])[CH:29]=3)=[CH:15][CH:14]=1)[O:8][CH2:7][CH2:6][CH:5]2[C:22]([O:24][CH2:25][CH3:26])=[O:23]. The catalyst class is: 59.